This data is from Full USPTO retrosynthesis dataset with 1.9M reactions from patents (1976-2016). The task is: Predict the reactants needed to synthesize the given product. Given the product [Br:13][C:14]1[CH:19]=[CH:18][C:17]([O:20][C:2]2[CH:10]=[CH:9][C:8]([O:11][CH3:12])=[CH:7][C:3]=2[C:4]([OH:6])=[O:5])=[CH:16][CH:15]=1, predict the reactants needed to synthesize it. The reactants are: Br[C:2]1[CH:10]=[CH:9][C:8]([O:11][CH3:12])=[CH:7][C:3]=1[C:4]([OH:6])=[O:5].[Br:13][C:14]1[CH:19]=[CH:18][C:17]([OH:20])=[CH:16][CH:15]=1.C(=O)([O-])[O-].[K+].[K+].C(OCC)(=O)C.